Predict the reactants needed to synthesize the given product. From a dataset of Full USPTO retrosynthesis dataset with 1.9M reactions from patents (1976-2016). Given the product [O:37]=[C:36]([C:38]1[CH:43]=[CH:42][CH:41]=[CH:40][CH:39]=1)[CH2:35][NH:34][C:27](=[O:28])[CH2:26][C@H:15]1[N:14]([S:11]([C:9]2[CH:8]=[CH:7][CH:6]=[C:5]3[C:10]=2[N:1]=[CH:2][CH:3]=[CH:4]3)(=[O:12])=[O:13])[CH2:21][C:20]2[CH:22]=[CH:23][CH:24]=[CH:25][C:19]=2[CH2:18][O:17][CH2:16]1, predict the reactants needed to synthesize it. The reactants are: [N:1]1[C:10]2[C:5](=[CH:6][CH:7]=[CH:8][C:9]=2[S:11]([N:14]2[CH2:21][C:20]3[CH:22]=[CH:23][CH:24]=[CH:25][C:19]=3[CH2:18][O:17][CH2:16][C@H:15]2[CH2:26][C:27](O)=[O:28])(=[O:13])=[O:12])[CH:4]=[CH:3][CH:2]=1.O=S(Cl)Cl.[NH2:34][CH2:35][C:36]([C:38]1[CH:43]=[CH:42][CH:41]=[CH:40][CH:39]=1)=[O:37].C(N(CC)CC)C.